From a dataset of Forward reaction prediction with 1.9M reactions from USPTO patents (1976-2016). Predict the product of the given reaction. (1) The product is: [Cl:1][C:2]1[CH:3]=[C:4]([N:8]([CH2:9][C:10]2[C:19]3[C:14](=[C:15]([F:20])[CH:16]=[CH:17][CH:18]=3)[NH:13][C:12](=[O:21])[CH:11]=2)[C:27](=[O:28])[C:26]2[CH:30]=[CH:31][CH:32]=[C:24]([N:23]([CH3:22])[CH3:33])[CH:25]=2)[CH:5]=[CH:6][CH:7]=1. Given the reactants [Cl:1][C:2]1[CH:3]=[C:4]([NH:8][CH2:9][C:10]2[C:19]3[C:14](=[C:15]([F:20])[CH:16]=[CH:17][CH:18]=3)[NH:13][C:12](=[O:21])[CH:11]=2)[CH:5]=[CH:6][CH:7]=1.[CH3:22][N:23]([CH3:33])[C:24]1[CH:25]=[C:26]([CH:30]=[CH:31][CH:32]=1)[C:27](O)=[O:28], predict the reaction product. (2) Given the reactants [CH2:1]([O:8][C:9]1[CH:14]=[CH:13][C:12]([N:15]([CH3:62])[C:16]([C:18]2[CH:19]=[C:20]([C:27]3[CH:28]=[C:29]4[C:33](=[CH:34][C:35]=3[C:36]([N:38]3[C@H:47]([CH2:48][N:49]5[CH2:54][CH2:53][O:52][CH2:51][CH2:50]5)[CH2:46][C:45]5[C:40](=[CH:41][CH:42]=[CH:43][CH:44]=5)[CH2:39]3)=[O:37])[CH2:32][N:31](C(OC(C)(C)C)=O)[CH2:30]4)[N:21]3[C:26]=2[CH:25]=[CH:24][CH:23]=[CH:22]3)=[O:17])=[CH:11][CH:10]=1)[C:2]1[CH:7]=[CH:6][CH:5]=[CH:4][CH:3]=1.[ClH:63], predict the reaction product. The product is: [ClH:63].[CH2:1]([O:8][C:9]1[CH:14]=[CH:13][C:12]([N:15]([CH3:62])[C:16]([C:18]2[CH:19]=[C:20]([C:27]3[CH:28]=[C:29]4[C:33](=[CH:34][C:35]=3[C:36]([N:38]3[C@H:47]([CH2:48][N:49]5[CH2:50][CH2:51][O:52][CH2:53][CH2:54]5)[CH2:46][C:45]5[C:40](=[CH:41][CH:42]=[CH:43][CH:44]=5)[CH2:39]3)=[O:37])[CH2:32][NH:31][CH2:30]4)[N:21]3[C:26]=2[CH:25]=[CH:24][CH:23]=[CH:22]3)=[O:17])=[CH:11][CH:10]=1)[C:2]1[CH:3]=[CH:4][CH:5]=[CH:6][CH:7]=1. (3) Given the reactants [CH3:1][N:2]1[C:6]2=[N:7][C:8]([CH3:12])=[CH:9][C:10]([CH3:11])=[C:5]2[CH2:4][CH2:3]1.[Li]CCCC.Br[CH2:19][CH2:20][CH2:21][CH2:22][CH2:23][CH2:24][CH3:25], predict the reaction product. The product is: [CH3:1][N:2]1[C:6]2=[N:7][C:8]([CH2:12][CH2:19][CH2:20][CH2:21][CH2:22][CH2:23][CH2:24][CH3:25])=[CH:9][C:10]([CH3:11])=[C:5]2[CH2:4][CH2:3]1. (4) Given the reactants [N:1]1[CH:6]=[CH:5][N:4]=[C:3]2[NH:7][C:8]([C:10]3[C:18]4[C:13](=[CH:14][CH:15]=[CH:16][CH:17]=4)[N:12]([CH2:19][CH2:20][CH2:21]O)[CH:11]=3)=[CH:9][C:2]=12.C(Br)(Br)(Br)Br.C1(P(C2C=CC=CC=2)C2C=CC=CC=2)C=CC=CC=1.[NH3:47], predict the reaction product. The product is: [N:1]1[CH:6]=[CH:5][N:4]=[C:3]2[NH:7][C:8]([C:10]3[C:18]4[C:13](=[CH:14][CH:15]=[CH:16][CH:17]=4)[N:12]([CH2:19][CH2:20][CH2:21][NH2:47])[CH:11]=3)=[CH:9][C:2]=12. (5) Given the reactants [NH2:1][C:2]1[C:11]2[CH:10]=[CH:9][CH:8]=[C:7](Br)[C:6]=2[N:5]=[C:4]2[CH2:13][N:14]([CH:17]3[CH2:20][CH2:19][CH2:18]3)[C:15](=[O:16])[C:3]=12.[CH3:21][O:22][C:23]1[N:28]=[CH:27][C:26](B(O)O)=[CH:25][CH:24]=1, predict the reaction product. The product is: [NH2:1][C:2]1[C:11]2[CH:10]=[CH:9][CH:8]=[C:7]([C:26]3[CH:27]=[N:28][C:23]([O:22][CH3:21])=[CH:24][CH:25]=3)[C:6]=2[N:5]=[C:4]2[CH2:13][N:14]([CH:17]3[CH2:20][CH2:19][CH2:18]3)[C:15](=[O:16])[C:3]=12. (6) Given the reactants [CH2:1]([N:3]1[C:11]2[CH:10]=[CH:9][CH:8]=[C:7]3[CH2:12][CH2:13][N:14]([C:16]([O:18][C:19]([CH3:22])([CH3:21])[CH3:20])=[O:17])[CH2:15][C@H:5]([C:6]=23)[CH2:4]1)[CH3:2].[Br:23]N1C(=O)CCC1=O.C(=O)(O)[O-].[Na+], predict the reaction product. The product is: [Br:23][C:8]1[CH:9]=[CH:10][C:11]2[N:3]([CH2:1][CH3:2])[CH2:4][C@@H:5]3[CH2:15][N:14]([C:16]([O:18][C:19]([CH3:21])([CH3:20])[CH3:22])=[O:17])[CH2:13][CH2:12][C:7]=1[C:6]=23. (7) Given the reactants Br[C:2]1[CH:3]=[N:4][C:5]([C:8]2[C:16]3[C:11](=[N:12][CH:13]=[CH:14][CH:15]=3)[N:10]([CH2:17][C:18]3[CH:23]=[CH:22][CH:21]=[CH:20][C:19]=3[F:24])[N:9]=2)=[N:6][CH:7]=1.[OH:25][CH2:26][C:27]1[CH:32]=[CH:31][CH:30]=[CH:29][C:28]=1B(O)O.C(=O)([O-])[O-].[Cs+].[Cs+], predict the reaction product. The product is: [F:24][C:19]1[CH:20]=[CH:21][CH:22]=[CH:23][C:18]=1[CH2:17][N:10]1[C:11]2=[N:12][CH:13]=[CH:14][CH:15]=[C:16]2[C:8]([C:5]2[N:4]=[CH:3][C:2]([C:28]3[CH:29]=[CH:30][CH:31]=[CH:32][C:27]=3[CH2:26][OH:25])=[CH:7][N:6]=2)=[N:9]1.